From a dataset of Reaction yield outcomes from USPTO patents with 853,638 reactions. Predict the reaction yield, written as a fraction of the theoretical maximum amount of product (1.0 means a 100% yield; for example, 0.34 means a 34% yield). (1) The reactants are Cl[CH2:2][C:3]1[N:4]([C:20]2[CH:25]=[CH:24][C:23]([N+:26]([O-:28])=[O:27])=[CH:22][CH:21]=2)[CH:5]=[C:6]([C:8]2[C:9]([C:14]3[CH:19]=[CH:18][CH:17]=[CH:16][CH:15]=3)=[N:10][O:11][C:12]=2[CH3:13])[N:7]=1.[F:29][C:30]1[CH:37]=[CH:36][CH:35]=[CH:34][C:31]=1[CH2:32][OH:33]. No catalyst specified. The product is [F:29][C:30]1[CH:37]=[CH:36][CH:35]=[CH:34][C:31]=1[CH2:32][O:33][CH2:2][C:3]1[N:4]([C:20]2[CH:25]=[CH:24][C:23]([N+:26]([O-:28])=[O:27])=[CH:22][CH:21]=2)[CH:5]=[C:6]([C:8]2[C:9]([C:14]3[CH:19]=[CH:18][CH:17]=[CH:16][CH:15]=3)=[N:10][O:11][C:12]=2[CH3:13])[N:7]=1. The yield is 0.610. (2) The reactants are [Cl:1][C:2]1[CH:7]=[C:6](I)[C:5]([Cl:9])=[CH:4][N:3]=1.CC1(C)OB([C:16]2[CH:17]=[N:18][C:19]([C:22]([F:25])([F:24])[F:23])=[N:20][CH:21]=2)OC1(C)C.C(=O)([O-])[O-].[K+].[K+].O. The catalyst is O1CCOCC1.C1C=CC(P(C2C=CC=CC=2)[C-]2C=CC=C2)=CC=1.C1C=CC(P(C2C=CC=CC=2)[C-]2C=CC=C2)=CC=1.Cl[Pd]Cl.[Fe+2]. The product is [Cl:1][C:2]1[CH:7]=[C:6]([C:16]2[CH:17]=[N:18][C:19]([C:22]([F:25])([F:24])[F:23])=[N:20][CH:21]=2)[C:5]([Cl:9])=[CH:4][N:3]=1. The yield is 0.530. (3) The reactants are [CH3:1][O:2][C:3]1[C:8]([CH:9]=[O:10])=[C:7]([CH3:11])[C:6](B2OC(C)(C)C(C)(C)O2)=[CH:5][CH:4]=1.[CH2:21]([O:28][C:29]1[C:30]([C:36]([O:38][CH3:39])=[O:37])=[N:31][C:32](Br)=[CH:33][CH:34]=1)[C:22]1[CH:27]=[CH:26][CH:25]=[CH:24][CH:23]=1.C(=O)([O-])[O-].[Na+].[Na+].CCCCCC. The catalyst is COCCOC.O.C1C=CC([P]([Pd]([P](C2C=CC=CC=2)(C2C=CC=CC=2)C2C=CC=CC=2)([P](C2C=CC=CC=2)(C2C=CC=CC=2)C2C=CC=CC=2)[P](C2C=CC=CC=2)(C2C=CC=CC=2)C2C=CC=CC=2)(C2C=CC=CC=2)C2C=CC=CC=2)=CC=1. The product is [CH2:21]([O:28][C:29]1[C:30]([C:36]([O:38][CH3:39])=[O:37])=[N:31][C:32]([C:6]2[CH:5]=[CH:4][C:3]([O:2][CH3:1])=[C:8]([CH:9]=[O:10])[C:7]=2[CH3:11])=[CH:33][CH:34]=1)[C:22]1[CH:23]=[CH:24][CH:25]=[CH:26][CH:27]=1. The yield is 1.12. (4) The reactants are [CH3:1][C:2]1[N:3]([CH:14]2[CH2:19][CH2:18][O:17][CH2:16][CH2:15]2)[C:4]([C:7]2[CH:12]=[CH:11][N:10]=[C:9]([NH2:13])[N:8]=2)=[CH:5][N:6]=1.Br[C:21]1[CH:26]=[CH:25][C:24]([S:27]([N:30]2[CH2:35][CH2:34][N:33]([CH2:36][CH2:37][O:38][CH3:39])[CH2:32][CH2:31]2)(=[O:29])=[O:28])=[CH:23][CH:22]=1.C([O-])([O-])=O.[Cs+].[Cs+].CC(C1C=C(C(C)C)C(C2C=CC=CC=2P(C2CCCCC2)C2CCCCC2)=C(C(C)C)C=1)C. The catalyst is C1C=CC(/C=C/C(/C=C/C2C=CC=CC=2)=O)=CC=1.C1C=CC(/C=C/C(/C=C/C2C=CC=CC=2)=O)=CC=1.C1C=CC(/C=C/C(/C=C/C2C=CC=CC=2)=O)=CC=1.[Pd].[Pd]. The product is [CH3:39][O:38][CH2:37][CH2:36][N:33]1[CH2:32][CH2:31][N:30]([S:27]([C:24]2[CH:25]=[CH:26][C:21]([NH:13][C:9]3[N:8]=[C:7]([C:4]4[N:3]([CH:14]5[CH2:19][CH2:18][O:17][CH2:16][CH2:15]5)[C:2]([CH3:1])=[N:6][CH:5]=4)[CH:12]=[CH:11][N:10]=3)=[CH:22][CH:23]=2)(=[O:29])=[O:28])[CH2:35][CH2:34]1. The yield is 0.260. (5) The reactants are C(OC([N:8]1[CH2:12][CH2:11][CH2:10][CH:9]1[C:13]1[NH:14][C:15]([C:18]2[CH:31]=[CH:30][C:29]3[C:28]4[C:23](=[CH:24][C:25]([Br:32])=[CH:26][CH:27]=4)[CH2:22][CH2:21][C:20]=3[CH:19]=2)=[CH:16][N:17]=1)=O)(C)(C)C.Cl.[CH3:34][O:35][C:36]([NH:38][CH:39]([CH:43]([CH3:45])[CH3:44])[C:40](O)=[O:41])=[O:37].CN(C(ON1N=NC2C=CC=NC1=2)=[N+](C)C)C.F[P-](F)(F)(F)(F)F.C(N(CC)C(C)C)(C)C. The catalyst is CO.O1CCOCC1. The product is [CH3:34][O:35][C:36](=[O:37])[NH:38][CH:39]([C:40]([N:8]1[CH2:12][CH2:11][CH2:10][CH:9]1[C:13]1[NH:14][C:15]([C:18]2[CH:31]=[CH:30][C:29]3[C:28]4[C:23](=[CH:24][C:25]([Br:32])=[CH:26][CH:27]=4)[CH2:22][CH2:21][C:20]=3[CH:19]=2)=[CH:16][N:17]=1)=[O:41])[CH:43]([CH3:45])[CH3:44]. The yield is 0.950. (6) The reactants are Cl.[NH2:2][C:3]1[CH:4]=[C:5]([C:9]2[CH:10]=[C:11]3[C:16](=[CH:17][CH:18]=2)[N:15]([CH3:19])[C:14](=[O:20])[CH2:13][CH2:12]3)[CH:6]=[N:7][CH:8]=1.CC(O)=O.[Si:25]([O:32][CH2:33][CH:34]=O)([C:28]([CH3:31])([CH3:30])[CH3:29])([CH3:27])[CH3:26].[BH3-]C#N.[Na+].C([O-])(O)=O.[Na+]. The catalyst is CO.C1COCC1.CCOC(C)=O. The product is [C:28]([Si:25]([CH3:27])([CH3:26])[O:32][CH2:33][CH2:34][NH:2][C:3]1[CH:4]=[C:5]([C:9]2[CH:10]=[C:11]3[C:16](=[CH:17][CH:18]=2)[N:15]([CH3:19])[C:14](=[O:20])[CH2:13][CH2:12]3)[CH:6]=[N:7][CH:8]=1)([CH3:31])([CH3:30])[CH3:29]. The yield is 0.680. (7) The reactants are [N:1]1([C:7]2[CH:19]=[C:18]([C:20]([O:22][CH3:23])=[O:21])[C:10]3[NH:11][C:12]([C:14]([F:17])([F:16])[F:15])=[N:13][C:9]=3[CH:8]=2)[CH2:6][CH2:5][O:4][CH2:3][CH2:2]1.C(=O)([O-])[O-].[K+].[K+].Br[CH2:31][C:32]1[C:41]2[C:36](=[CH:37][CH:38]=[CH:39][CH:40]=2)[CH:35]=[CH:34][CH:33]=1. The catalyst is CN(C)C=O. The product is [N:1]1([C:7]2[CH:19]=[C:18]([C:20]([O:22][CH3:23])=[O:21])[C:10]3[N:11]=[C:12]([C:14]([F:17])([F:15])[F:16])[N:13]([CH2:31][C:32]4[C:41]5[C:36](=[CH:37][CH:38]=[CH:39][CH:40]=5)[CH:35]=[CH:34][CH:33]=4)[C:9]=3[CH:8]=2)[CH2:6][CH2:5][O:4][CH2:3][CH2:2]1. The yield is 0.692.